From a dataset of Reaction yield outcomes from USPTO patents with 853,638 reactions. Predict the reaction yield, written as a fraction of the theoretical maximum amount of product (1.0 means a 100% yield; for example, 0.34 means a 34% yield). (1) The catalyst is C1COCC1.C1C=CC(/C=C/C(/C=C/C2C=CC=CC=2)=O)=CC=1.C1C=CC(/C=C/C(/C=C/C2C=CC=CC=2)=O)=CC=1.[Pd].CCN(CC)CC. The product is [C:19]1([C:18]#[C:17][C:5]2[S:1][C:2]3[CH:11]=[CH:10][CH:9]=[CH:8][C:3]=3[C:4]=2[CH:6]=[O:7])[CH:25]=[CH:24][CH:23]=[CH:22][CH:20]=1. The yield is 0.630. The reactants are [S:1]1[CH:5]=[C:4]([CH:6]=[O:7])[C:3]2[CH:8]=[CH:9][CH:10]=[CH:11][C:2]1=2.[Li+].[Cl-].II.I[C:17]1S[C:20]2[CH:22]=[CH:23][CH:24]=[CH:25][C:19]=2[C:18]=1C=O.C1(C#C)C=CC=CC=1. (2) The reactants are [CH3:1][C:2]1[N:12]=[CH:11][C:5]2[N:6]=[CH:7][NH:8][C:9](=O)[C:4]=2[CH:3]=1.C1(P(C2C=CC=CC=2)C2C=CC=CC=2)C=CC=CC=1.C(Cl)(Cl)(Cl)Cl.[Cl:37][C:38]1[CH:46]=[C:45]2[C:41]([CH2:42][CH2:43][NH:44]2)=[CH:40][CH:39]=1. The catalyst is ClCCCl. The product is [Cl:37][C:38]1[CH:46]=[C:45]2[C:41]([CH2:42][CH2:43][N:44]2[C:9]2[C:4]3[CH:3]=[C:2]([CH3:1])[N:12]=[CH:11][C:5]=3[N:6]=[CH:7][N:8]=2)=[CH:40][CH:39]=1. The yield is 0.300.